The task is: Predict the product of the given reaction.. This data is from Forward reaction prediction with 1.9M reactions from USPTO patents (1976-2016). Given the reactants [F:1][C:2]([F:16])([F:15])[C:3]([NH:5][CH2:6][C:7]1[CH:12]=[CH:11][C:10]([CH2:13][OH:14])=[CH:9][CH:8]=1)=[O:4].[H-].[Na+].[NH2:19][C:20]1[N:25]=[C:24](Cl)[CH:23]=[CH:22][N:21]=1.O, predict the reaction product. The product is: [NH2:19][C:20]1[N:25]=[C:24]([O:14][CH2:13][C:10]2[CH:11]=[CH:12][C:7]([CH2:6][NH:5][C:3](=[O:4])[C:2]([F:15])([F:16])[F:1])=[CH:8][CH:9]=2)[CH:23]=[CH:22][N:21]=1.